From a dataset of NCI-60 drug combinations with 297,098 pairs across 59 cell lines. Regression. Given two drug SMILES strings and cell line genomic features, predict the synergy score measuring deviation from expected non-interaction effect. (1) Synergy scores: CSS=9.41, Synergy_ZIP=0.395, Synergy_Bliss=3.28, Synergy_Loewe=-7.34, Synergy_HSA=-2.13. Drug 2: CN1C=C(C=N1)C2=C3N=C(C(=C(N3N=C2)N)Br)C4CCCNC4. Cell line: T-47D. Drug 1: C1CC(CCC1OC2=C(C(=CC=C2)Cl)F)(CC3=NC(=CC=C3)NC4=NC=CS4)C(=O)O. (2) Drug 1: CNC(=O)C1=CC=CC=C1SC2=CC3=C(C=C2)C(=NN3)C=CC4=CC=CC=N4. Drug 2: COC1=C(C=C2C(=C1)N=CN=C2NC3=CC(=C(C=C3)F)Cl)OCCCN4CCOCC4. Cell line: MOLT-4. Synergy scores: CSS=20.2, Synergy_ZIP=4.88, Synergy_Bliss=9.70, Synergy_Loewe=10.4, Synergy_HSA=12.8. (3) Drug 1: CC1=C2C(C(=O)C3(C(CC4C(C3C(C(C2(C)C)(CC1OC(=O)C(C(C5=CC=CC=C5)NC(=O)C6=CC=CC=C6)O)O)OC(=O)C7=CC=CC=C7)(CO4)OC(=O)C)O)C)OC(=O)C. Drug 2: CC12CCC3C(C1CCC2O)C(CC4=C3C=CC(=C4)O)CCCCCCCCCS(=O)CCCC(C(F)(F)F)(F)F. Cell line: SW-620. Synergy scores: CSS=1.33, Synergy_ZIP=-2.62, Synergy_Bliss=-4.57, Synergy_Loewe=-5.89, Synergy_HSA=-4.26. (4) Drug 1: C1C(C(OC1N2C=NC3=C(N=C(N=C32)Cl)N)CO)O. Drug 2: CC1CCC2CC(C(=CC=CC=CC(CC(C(=O)C(C(C(=CC(C(=O)CC(OC(=O)C3CCCCN3C(=O)C(=O)C1(O2)O)C(C)CC4CCC(C(C4)OC)O)C)C)O)OC)C)C)C)OC. Cell line: MDA-MB-231. Synergy scores: CSS=31.0, Synergy_ZIP=3.55, Synergy_Bliss=4.09, Synergy_Loewe=-6.27, Synergy_HSA=1.73. (5) Drug 2: CS(=O)(=O)CCNCC1=CC=C(O1)C2=CC3=C(C=C2)N=CN=C3NC4=CC(=C(C=C4)OCC5=CC(=CC=C5)F)Cl. Synergy scores: CSS=5.64, Synergy_ZIP=-4.30, Synergy_Bliss=-1.85, Synergy_Loewe=-8.37, Synergy_HSA=-0.812. Cell line: A498. Drug 1: CCCCCOC(=O)NC1=NC(=O)N(C=C1F)C2C(C(C(O2)C)O)O. (6) Synergy scores: CSS=-6.41, Synergy_ZIP=-17.2, Synergy_Bliss=-38.0, Synergy_Loewe=-60.9, Synergy_HSA=-40.2. Drug 2: C1CCC(C(C1)N)N.C(=O)(C(=O)[O-])[O-].[Pt+4]. Cell line: CCRF-CEM. Drug 1: CN(C(=O)NC(C=O)C(C(C(CO)O)O)O)N=O. (7) Drug 1: CC1=C2C(C(=O)C3(C(CC4C(C3C(C(C2(C)C)(CC1OC(=O)C(C(C5=CC=CC=C5)NC(=O)OC(C)(C)C)O)O)OC(=O)C6=CC=CC=C6)(CO4)OC(=O)C)OC)C)OC. Drug 2: CNC(=O)C1=NC=CC(=C1)OC2=CC=C(C=C2)NC(=O)NC3=CC(=C(C=C3)Cl)C(F)(F)F. Cell line: OVCAR-4. Synergy scores: CSS=45.6, Synergy_ZIP=1.20, Synergy_Bliss=4.54, Synergy_Loewe=-9.37, Synergy_HSA=6.93. (8) Drug 1: CC1OCC2C(O1)C(C(C(O2)OC3C4COC(=O)C4C(C5=CC6=C(C=C35)OCO6)C7=CC(=C(C(=C7)OC)O)OC)O)O. Drug 2: C1=NC2=C(N=C(N=C2N1C3C(C(C(O3)CO)O)O)F)N. Cell line: MALME-3M. Synergy scores: CSS=10.5, Synergy_ZIP=-5.53, Synergy_Bliss=-0.470, Synergy_Loewe=-4.49, Synergy_HSA=0.301.